The task is: Predict the product of the given reaction.. This data is from Forward reaction prediction with 1.9M reactions from USPTO patents (1976-2016). (1) Given the reactants [Cl:1][C:2]1[CH:7]=[CH:6][C:5]([CH2:8]Cl)=[CH:4][N:3]=1.[OH:10][C:11]1[CH:12]=[C:13]2[C:18](=[CH:19][CH:20]=1)[NH:17][C:16](=[O:21])[CH:15]=[CH:14]2.C([O-])([O-])=O.[K+].[K+].[I-].[K+], predict the reaction product. The product is: [Cl:1][C:2]1[N:3]=[CH:4][C:5]([CH2:8][O:10][C:11]2[CH:12]=[C:13]3[C:18](=[CH:19][CH:20]=2)[NH:17][C:16](=[O:21])[CH:15]=[CH:14]3)=[CH:6][CH:7]=1. (2) Given the reactants Cl[C:2]1[C:3]2[N:10]([CH3:11])[CH:9]=[CH:8][C:4]=2[N:5]=[CH:6][N:7]=1.[Cl:12][C:13]1[CH:14]=[C:15]([CH:17]=[CH:18][C:19]=1[O:20][C:21]1[CH:26]=[CH:25][N:24]2[CH:27]=[CH:28][N:29]=[C:23]2[CH:22]=1)[NH2:16].Cl.N1C=CC=CC=1.C(=O)([O-])O.[Na+], predict the reaction product. The product is: [Cl:12][C:13]1[CH:14]=[C:15]([NH:16][C:2]2[C:3]3[N:10]([CH3:11])[CH:9]=[CH:8][C:4]=3[N:5]=[CH:6][N:7]=2)[CH:17]=[CH:18][C:19]=1[O:20][C:21]1[CH:26]=[CH:25][N:24]2[CH:27]=[CH:28][N:29]=[C:23]2[CH:22]=1. (3) Given the reactants [F:1][C:2]1[CH:3]=[C:4]2[C:8](=[CH:9][CH:10]=1)[CH:7]([NH:11][C:12]1[CH:21]=[CH:20][C:19]3[C:14](=[CH:15][CH:16]=[C:17]([NH2:22])[CH:18]=3)[N:13]=1)[CH2:6][CH2:5]2.[CH3:23][N:24]1[CH2:29][CH2:28][N:27]([CH2:30][C:31](O)=[O:32])[CH2:26][CH2:25]1, predict the reaction product. The product is: [F:1][C:2]1[CH:3]=[C:4]2[C:8](=[CH:9][CH:10]=1)[CH:7]([NH:11][C:12]1[CH:21]=[CH:20][C:19]3[C:14](=[CH:15][CH:16]=[C:17]([NH:22][C:31](=[O:32])[CH2:30][N:27]4[CH2:28][CH2:29][N:24]([CH3:23])[CH2:25][CH2:26]4)[CH:18]=3)[N:13]=1)[CH2:6][CH2:5]2.